This data is from Retrosynthesis with 50K atom-mapped reactions and 10 reaction types from USPTO. The task is: Predict the reactants needed to synthesize the given product. (1) Given the product CC(C)(C)[Si](O)(CC(=O)O)C(C)(C)C, predict the reactants needed to synthesize it. The reactants are: CC(C)(C)[Si](O)(CC(=O)OCc1ccccc1)C(C)(C)C. (2) Given the product COc1c(-c2ccc3cccc(Br)c3n2)cc(C(C)(C)C)cc1C(C)(C)C, predict the reactants needed to synthesize it. The reactants are: Brc1ccc2cccc(Br)c2n1.COc1c(B(O)O)cc(C(C)(C)C)cc1C(C)(C)C. (3) The reactants are: COc1cc(CN2CCNCC2)cc(OC)c1OC.O=C(O)C=Cc1cccc(-c2ccccc2)c1. Given the product COc1cc(CN2CCN(C(=O)C=Cc3cccc(-c4ccccc4)c3)CC2)cc(OC)c1OC, predict the reactants needed to synthesize it. (4) Given the product CNc1nc2ccc(B3OC(C)(C)C(C)(C)O3)cc2[nH]1, predict the reactants needed to synthesize it. The reactants are: CC1(C)OB(B2OC(C)(C)C(C)(C)O2)OC1(C)C.CNc1nc2ccc(Br)cc2[nH]1.